From a dataset of Catalyst prediction with 721,799 reactions and 888 catalyst types from USPTO. Predict which catalyst facilitates the given reaction. (1) Reactant: [CH3:1][O:2][N:3]([CH3:17])[C:4]([C:6]1[C:14]2[C:9](=[CH:10][CH:11]=[C:12]([O:15][CH3:16])[CH:13]=2)[NH:8][N:7]=1)=[O:5].C(N(CC)CC)C.[S:25](Cl)([C:28]1[CH:34]=[CH:33][C:31]([CH3:32])=[CH:30][CH:29]=1)(=[O:27])=[O:26]. Product: [CH3:1][O:2][N:3]([CH3:17])[C:4]([C:6]1[C:14]2[C:9](=[CH:10][CH:11]=[C:12]([O:15][CH3:16])[CH:13]=2)[N:8]([S:25]([C:28]2[CH:34]=[CH:33][C:31]([CH3:32])=[CH:30][CH:29]=2)(=[O:27])=[O:26])[N:7]=1)=[O:5]. The catalyst class is: 20. (2) Reactant: Cl[CH2:2][CH2:3][CH2:4][CH2:5][O:6][C:7]1[CH:8]=[CH:9][C:10]2[CH2:16][CH2:15][CH2:14][C:13](=[O:17])[NH:12][C:11]=2[CH:18]=1.Cl.[Cl:20][C:21]1[C:26]([Cl:27])=[CH:25][CH:24]=[CH:23][C:22]=1[N:28]1[CH2:33][CH2:32][NH:31][CH2:30][CH2:29]1.[I-].[Na+].C(=O)([O-])[O-].[K+].[K+]. Product: [Cl:20][C:21]1[C:26]([Cl:27])=[CH:25][CH:24]=[CH:23][C:22]=1[N:28]1[CH2:33][CH2:32][N:31]([CH2:2][CH2:3][CH2:4][CH2:5][O:6][C:7]2[CH:8]=[CH:9][C:10]3[CH2:16][CH2:15][CH2:14][C:13](=[O:17])[NH:12][C:11]=3[CH:18]=2)[CH2:30][CH2:29]1. The catalyst class is: 10. (3) Reactant: [C:1]1([S:11]([N:14]2[C:22]3[C:17](=[C:18]([NH2:23])[CH:19]=[CH:20][CH:21]=3)[CH:16]=[CH:15]2)(=[O:13])=[O:12])[C:10]2[C:5](=[CH:6][CH:7]=[CH:8][CH:9]=2)[CH:4]=[CH:3][CH:2]=1.Cl.Cl[CH2:26][CH2:27][NH:28][CH2:29][CH2:30]Cl.C(N(C(C)C)CC)(C)C. Product: [C:1]1([S:11]([N:14]2[C:22]3[C:17](=[C:18]([N:23]4[CH2:30][CH2:29][NH:28][CH2:27][CH2:26]4)[CH:19]=[CH:20][CH:21]=3)[CH:16]=[CH:15]2)(=[O:12])=[O:13])[C:10]2[C:5](=[CH:6][CH:7]=[CH:8][CH:9]=2)[CH:4]=[CH:3][CH:2]=1. The catalyst class is: 159.